Dataset: Catalyst prediction with 721,799 reactions and 888 catalyst types from USPTO. Task: Predict which catalyst facilitates the given reaction. (1) Reactant: [NH2:1][C:2]1[N:3]=[C:4]([Cl:23])[C:5]2[CH2:10][C:9](=[O:11])[N:8]([CH2:12][C:13]3[C:18]([CH3:19])=[C:17]([O:20][CH3:21])[C:16]([CH3:22])=[CH:15][N:14]=3)[C:6]=2[N:7]=1.[Si]([O:31][CH:32]1[CH2:37][CH2:36][N:35]([C:38]([C:40]2[NH:44][C:43]([CH:45]=O)=[N:42][CH:41]=2)=[O:39])[CH2:34][CH2:33]1)(C(C)(C)C)(C)C.N1CCCCC1.C1COCC1.O.C(O)(C(F)(F)F)=O. Product: [NH2:1][C:2]1[N:3]=[C:4]([Cl:23])[C:5]2=[C:6]([N:8]([CH2:12][C:13]3[C:18]([CH3:19])=[C:17]([O:20][CH3:21])[C:16]([CH3:22])=[CH:15][N:14]=3)[C:9](=[O:11])/[C:10]/2=[CH:45]\[C:43]2[NH:42][CH:41]=[C:40]([C:38]([N:35]3[CH2:36][CH2:37][CH:32]([OH:31])[CH2:33][CH2:34]3)=[O:39])[N:44]=2)[N:7]=1. The catalyst class is: 14. (2) Reactant: F[C@H:2]([C@H:4]1[O:12][C@H:11]2[C@H:7]([N:8]=[C:9]([N:13]([CH3:15])[CH3:14])[S:10]2)[C@@H:6]([O:16][CH2:17][C:18]2[CH:23]=[CH:22][C:21]([O:24][CH3:25])=[CH:20][CH:19]=2)[C@@H:5]1[O:26][CH2:27][C:28]1[CH:33]=[CH:32][C:31]([O:34][CH3:35])=[CH:30][CH:29]=1)[CH3:3].C(O)(C(F)(F)F)=[O:37]. Product: [CH3:14][N:13]([CH3:15])[C:9]1[S:10][C@H:11]2[O:12][C@H:4]([C:2](=[O:37])[CH3:3])[C@@H:5]([O:26][CH2:27][C:28]3[CH:33]=[CH:32][C:31]([O:34][CH3:35])=[CH:30][CH:29]=3)[C@H:6]([O:16][CH2:17][C:18]3[CH:23]=[CH:22][C:21]([O:24][CH3:25])=[CH:20][CH:19]=3)[C@H:7]2[N:8]=1. The catalyst class is: 4. (3) Reactant: Br[CH2:2][CH2:3][N:4]1[CH2:8][CH2:7][CH:6]([CH3:9])[CH2:5]1.Cl.[Cl:11][C:12]1[CH:17]=[CH:16][C:15]([NH:18]N)=[CH:14][CH:13]=1.[CH3:20][N:21]1[CH2:26][CH2:25][C:24](=O)[CH2:23][CH2:22]1. Product: [Cl:11][C:12]1[CH:17]=[CH:16][C:15]2[N:18]([CH2:2][CH2:3][N:4]3[CH2:8][CH2:7][CH:6]([CH3:9])[CH2:5]3)[C:24]3[CH2:25][CH2:26][N:21]([CH3:20])[CH2:22][C:23]=3[C:14]=2[CH:13]=1. The catalyst class is: 66. (4) Reactant: Cl[C:2]1[N:7]=[CH:6][N:5]=[C:4]([O:8][C:9]2[CH:10]=[C:11]3[C:16](=[CH:17][CH:18]=2)[N:15]=[CH:14][CH:13]=[CH:12]3)[CH:3]=1.[CH3:19][NH2:20]. Product: [CH3:19][NH:20][C:2]1[N:7]=[CH:6][N:5]=[C:4]([O:8][C:9]2[CH:10]=[C:11]3[C:16](=[CH:17][CH:18]=2)[N:15]=[CH:14][CH:13]=[CH:12]3)[CH:3]=1. The catalyst class is: 1. (5) Reactant: [N:1]1[C:6]2[NH:7][CH:8]=[CH:9][C:5]=2[C:4]([C:10]2[CH:11]=[N:12][N:13]([CH:15]([CH2:19][CH2:20][CH2:21][CH3:22])[CH2:16][C:17]#[N:18])[CH:14]=2)=[N:3][CH:2]=1.[P:23](=[O:27])([OH:26])([OH:25])[OH:24]. Product: [P:23]([OH:27])([OH:26])([OH:25])=[O:24].[N:1]1[C:6]2[NH:7][CH:8]=[CH:9][C:5]=2[C:4]([C:10]2[CH:11]=[N:12][N:13]([CH:15]([CH2:19][CH2:20][CH2:21][CH3:22])[CH2:16][C:17]#[N:18])[CH:14]=2)=[N:3][CH:2]=1. The catalyst class is: 32. (6) Reactant: O[CH2:2][C:3]1[CH:8]=[CH:7][C:6]([C:9]2[O:10][CH:11]=[C:12]([C:14]([O:16][CH2:17][CH3:18])=[O:15])[N:13]=2)=[CH:5][CH:4]=1.S(Cl)([Cl:21])=O.N1C2C=CC=CC=2N=N1. Product: [Cl:21][CH2:2][C:3]1[CH:8]=[CH:7][C:6]([C:9]2[O:10][CH:11]=[C:12]([C:14]([O:16][CH2:17][CH3:18])=[O:15])[N:13]=2)=[CH:5][CH:4]=1. The catalyst class is: 366.